From a dataset of Cav3 T-type calcium channel HTS with 100,875 compounds. Binary Classification. Given a drug SMILES string, predict its activity (active/inactive) in a high-throughput screening assay against a specified biological target. (1) The molecule is Brc1ccc(cc1)C(O\N=C(/N)c1ccccc1)=O. The result is 0 (inactive). (2) The drug is FC(F)(F)c1oc2c(CN3CCN(CC3)C)c(O)ccc2c(=O)c1Oc1ccc(cc1)C(OC)=O. The result is 0 (inactive).